From a dataset of Full USPTO retrosynthesis dataset with 1.9M reactions from patents (1976-2016). Predict the reactants needed to synthesize the given product. (1) Given the product [CH:71]1([C:63]2[CH:64]=[C:65]([CH:68]3[CH2:70][CH2:69]3)[CH:66]=[CH:67][C:62]=2[N:59]2[CH2:58][CH2:57][N:56]([C:54]([C:51]3[CH:52]=[N:53][C:48]([N:47]4[CH2:40][CH2:41][CH2:42][S:43]4(=[O:45])=[O:44])=[CH:49][C:50]=3[CH3:74])=[O:55])[CH2:61][CH2:60]2)[CH2:72][CH2:73]1, predict the reactants needed to synthesize it. The reactants are: C1(C2C=C(C3CC3)C=CC=2N2CCN(C(C3C=NC(F)=CC=3C)=O)CC2)CC1.COC1C=CC(CN)=CC=1.Cl[CH2:40][CH2:41][CH2:42][S:43](Cl)(=[O:45])=[O:44].[NH2:47][C:48]1[N:53]=[CH:52][C:51]([C:54]([N:56]2[CH2:61][CH2:60][N:59]([C:62]3[CH:67]=[CH:66][C:65]([CH:68]4[CH2:70][CH2:69]4)=[CH:64][C:63]=3[CH:71]3[CH2:73][CH2:72]3)[CH2:58][CH2:57]2)=[O:55])=[C:50]([CH3:74])[CH:49]=1. (2) Given the product [C:33]([C:37]1[CH:38]=[C:39]([CH3:55])[CH:40]([C:42]([C:10]2[C:9]3[CH2:8][C:7]4[C:15](=[CH:16][CH:17]=[C:5]([C:1]([CH3:4])([CH3:3])[CH3:2])[CH:6]=4)[C:14]=3[CH:13]=[CH:12][C:11]=2[C:18]([CH3:21])([CH3:20])[CH3:19])([C:43]2[CH:44]=[CH:45][CH:46]=[CH:47][CH:48]=2)[C:49]2[CH:50]=[CH:51][CH:52]=[CH:53][CH:54]=2)[CH:41]=1)([CH3:34])([CH3:35])[CH3:36], predict the reactants needed to synthesize it. The reactants are: [C:1]([C:5]1[CH:17]=[CH:16][C:15]2[C:14]3[C:9](=[CH:10][C:11]([C:18]([CH3:21])([CH3:20])[CH3:19])=[CH:12][CH:13]=3)[CH2:8][C:7]=2[CH:6]=1)([CH3:4])([CH3:3])[CH3:2].C([Li])CCC.CCCCCC.[C:33]([C:37]1[CH:38]=[C:39]([CH3:55])[C:40](=[C:42]([C:49]2[CH:54]=[CH:53][CH:52]=[CH:51][CH:50]=2)[C:43]2[CH:48]=[CH:47][CH:46]=[CH:45][CH:44]=2)[CH:41]=1)([CH3:36])([CH3:35])[CH3:34].Cl. (3) Given the product [CH3:33][C:4]([CH3:32])([CH3:3])[C:5]#[C:6][C:7]1[S:11][C:10]([C:12]([O-:14])=[O:13])=[C:9]([N:15]([CH:25]2[CH2:30][CH2:29][CH:28]([O:31][C:37]3[CH:38]=[C:39]([C:41]([N:43]4[CH2:47][CH2:46][CH2:45][CH2:44]4)=[O:42])[CH:40]=[CH:35][N:36]=3)[CH2:27][CH2:26]2)[C:16]([CH:18]2[CH2:23][CH2:22][CH:21]([CH3:24])[CH2:20][CH2:19]2)=[O:17])[CH:8]=1.[Na+:2], predict the reactants needed to synthesize it. The reactants are: [H-].[Na+:2].[CH3:3][C:4]([CH3:33])([CH3:32])[C:5]#[C:6][C:7]1[S:11][C:10]([C:12]([OH:14])=[O:13])=[C:9]([N:15]([CH:25]2[CH2:30][CH2:29][CH:28]([OH:31])[CH2:27][CH2:26]2)[C:16]([CH:18]2[CH2:23][CH2:22][CH:21]([CH3:24])[CH2:20][CH2:19]2)=[O:17])[CH:8]=1.Cl[C:35]1[CH:40]=[C:39]([C:41]([N:43]2[CH2:47][CH2:46][CH2:45][CH2:44]2)=[O:42])[CH:38]=[CH:37][N:36]=1.[OH-].[Na+]. (4) Given the product [NH2:20][C:17]1[CH:18]=[CH:19][C:10]([O:9][CH:8]([C:4]2[CH:5]=[CH:6][CH:7]=[C:2]([F:1])[CH:3]=2)[C:23]2[CH:28]=[CH:27][CH:26]=[C:25]([F:29])[CH:24]=2)=[C:11]([CH:16]=1)[C:12]([O:14][CH3:15])=[O:13], predict the reactants needed to synthesize it. The reactants are: [F:1][C:2]1[CH:3]=[C:4]([CH:8]([C:23]2[CH:28]=[CH:27][CH:26]=[C:25]([F:29])[CH:24]=2)[O:9][C:10]2[CH:19]=[CH:18][C:17]([N+:20]([O-])=O)=[CH:16][C:11]=2[C:12]([O:14][CH3:15])=[O:13])[CH:5]=[CH:6][CH:7]=1. (5) Given the product [CH2:1]([NH:4][C:5](=[O:44])[NH:6][C:7]1[N:12]=[CH:11][C:10]([C:13]2[C:14]([O:28][CH:29]3[CH2:34][CH2:33][O:32][CH2:31][CH2:30]3)=[N:15][CH:16]=[C:17]([C:19]([OH:21])=[O:20])[CH:18]=2)=[C:9]([C:35]2[S:36][CH:37]=[C:38]([C:40]([F:42])([F:43])[F:41])[N:39]=2)[CH:8]=1)[CH2:2][CH3:3], predict the reactants needed to synthesize it. The reactants are: [CH2:1]([NH:4][C:5](=[O:44])[NH:6][C:7]1[N:12]=[CH:11][C:10]([C:13]2[C:14]([O:28][CH:29]3[CH2:34][CH2:33][O:32][CH2:31][CH2:30]3)=[N:15][CH:16]=[C:17]([C:19]([O:21]C3CCOCC3)=[O:20])[CH:18]=2)=[C:9]([C:35]2[S:36][CH:37]=[C:38]([C:40]([F:43])([F:42])[F:41])[N:39]=2)[CH:8]=1)[CH2:2][CH3:3].[OH-].[Li+]. (6) The reactants are: NC1C(Cl)=CC(OC(F)(F)F)=CC=1C(NCC1C=C(Cl)C=CC=1SCC)=O.[Cl:28][C:29]1[C:30](C2OCCO2)=[C:31]([O:54][C:55]([F:58])([F:57])[F:56])[CH:32]=[C:33]2[C:38]=1[NH:37][C:36](=[O:39])[N:35]([CH2:40][C:41]1[CH:46]=[C:45]([Cl:47])[CH:44]=[CH:43][C:42]=1[S:48]([CH2:51][CH3:52])(=O)=O)[C:34]2=[O:53]. Given the product [Cl:28][C:29]1[CH:30]=[C:31]([O:54][C:55]([F:56])([F:57])[F:58])[CH:32]=[C:33]2[C:38]=1[NH:37][C:36](=[O:39])[N:35]([CH2:40][C:41]1[CH:46]=[C:45]([Cl:47])[CH:44]=[CH:43][C:42]=1[S:48][CH2:51][CH3:52])[C:34]2=[O:53], predict the reactants needed to synthesize it. (7) Given the product [C:1]([O:5][C:6]([N:8]1[CH2:13][CH2:12][N:11]([C:14]([O:16][CH2:17][C:18]2[CH:19]=[CH:20][CH:21]=[CH:22][CH:23]=2)=[O:15])[CH:10]([C:24](=[O:25])[NH:60][C:51]2[CH:52]=[CH:53][C:54]3[C:59](=[CH:58][CH:57]=[CH:56][CH:55]=3)[CH:50]=2)[CH2:9]1)=[O:7])([CH3:4])([CH3:3])[CH3:2], predict the reactants needed to synthesize it. The reactants are: [C:1]([O:5][C:6]([N:8]1[CH2:13][CH2:12][N:11]([C:14]([O:16][CH2:17][C:18]2[CH:23]=[CH:22][CH:21]=[CH:20][CH:19]=2)=[O:15])[CH:10]([C:24](O)=[O:25])[CH2:9]1)=[O:7])([CH3:4])([CH3:3])[CH3:2].C(Cl)CCl.CCN(C(C)C)C(C)C.C1C=CC2N(O)N=NC=2C=1.[CH:50]1[C:59]2[C:54](=[CH:55][CH:56]=[CH:57][CH:58]=2)[CH:53]=[CH:52][C:51]=1[NH2:60]. (8) Given the product [CH3:1][O:2][C:3]1([C:21]2[CH:26]=[CH:25][CH:24]=[CH:23][C:22]=2[CH3:27])[CH2:8][CH2:7][C:6]2[C:9]([C:18]([N:36]3[CH2:37][CH2:42][CH2:41][CH2:40]3)=[O:20])=[CH:10][C:11]3[N:12]([CH3:17])[C:13]([CH3:16])=[N:14][C:15]=3[C:5]=2[O:4]1, predict the reactants needed to synthesize it. The reactants are: [CH3:1][O:2][C:3]1([C:21]2[CH:26]=[CH:25][CH:24]=[CH:23][C:22]=2[CH3:27])[CH2:8][CH2:7][C:6]2[C:9]([C:18]([OH:20])=O)=[CH:10][C:11]3[N:12]([CH3:17])[C:13]([CH3:16])=[N:14][C:15]=3[C:5]=2[O:4]1.CN(C(O[N:36]1N=NC2C=[CH:40][CH:41]=[CH:42][C:37]1=2)=[N+](C)C)C.[B-](F)(F)(F)F.CCN(C(C)C)C(C)C.N1CCCC1.[Cl-].[NH4+]. (9) Given the product [CH3:7][O:8][C:9]1[CH:10]=[C:11]([CH2:12][OH:13])[CH:16]=[C:17]([CH3:19])[CH:18]=1, predict the reactants needed to synthesize it. The reactants are: [H-].[Al+3].[Li+].[H-].[H-].[H-].[CH3:7][O:8][C:9]1[CH:10]=[C:11]([CH:16]=[C:17]([CH3:19])[CH:18]=1)[C:12](OC)=[O:13].